Dataset: Forward reaction prediction with 1.9M reactions from USPTO patents (1976-2016). Task: Predict the product of the given reaction. (1) The product is: [CH3:8][O:9][C:10]1[CH:11]=[CH:12][C:13]([CH2:14][O:15][C:16]2[CH:17]=[C:18]([CH:32]=[CH:33][CH:34]=2)[C:19]([NH:21][C:22]2[CH:27]=[CH:26][CH:25]=[CH:24][C:23]=2[S:28]([NH:29][C:1](=[O:3])[CH3:2])(=[O:30])=[O:31])=[O:20])=[CH:35][CH:36]=1. Given the reactants [C:1](OC(=O)C)(=[O:3])[CH3:2].[CH3:8][O:9][C:10]1[CH:36]=[CH:35][C:13]([CH2:14][O:15][C:16]2[CH:17]=[C:18]([CH:32]=[CH:33][CH:34]=2)[C:19]([NH:21][C:22]2[CH:27]=[CH:26][CH:25]=[CH:24][C:23]=2[S:28](=[O:31])(=[O:30])[NH2:29])=[O:20])=[CH:12][CH:11]=1, predict the reaction product. (2) Given the reactants C([O:8][C:9]1[CH:26]=[CH:25][C:24]2[C:23]3[C@H:14]([C@H:15]4[C@@:19]([CH2:21][C:22]=3[CH2:27][CH:28]=[CH:29][CH2:30][CH2:31][CH2:32][CH2:33][CH2:34][CH2:35][CH:36]([CH2:42][CH2:43][C:44]([F:56])([F:55])[C:45]([F:54])([F:53])[C:46]([F:52])([F:51])[C:47]([F:50])([F:49])[F:48])[C:37]([O:39][CH2:40][CH3:41])=[O:38])([CH3:20])[C@@H:18]([O:57]CC3C=CC=CC=3)[CH2:17][CH2:16]4)[CH2:13][CH2:12][C:11]=2[CH:10]=1)C1C=CC=CC=1, predict the reaction product. The product is: [OH:8][C:9]1[CH:26]=[CH:25][C:24]2[C@@H:23]3[C@H:14]([C@H:15]4[C@@:19]([CH2:21][C@@H:22]3[CH2:27][CH2:28][CH2:29][CH2:30][CH2:31][CH2:32][CH2:33][CH2:34][CH2:35][CH:36]([CH2:42][CH2:43][C:44]([F:55])([F:56])[C:45]([F:53])([F:54])[C:46]([F:51])([F:52])[C:47]([F:48])([F:49])[F:50])[C:37]([O:39][CH2:40][CH3:41])=[O:38])([CH3:20])[C@@H:18]([OH:57])[CH2:17][CH2:16]4)[CH2:13][CH2:12][C:11]=2[CH:10]=1. (3) The product is: [N+:26]([C:23]1[CH:22]=[N:21][C:20]([N:1]2[CH2:2][CH2:3][CH:4]([CH2:7][O:8][C:9]3[CH:10]=[C:11]([CH:16]=[CH:17][CH:18]=3)[C:12]([O:14][CH3:15])=[O:13])[CH2:5][CH2:6]2)=[N:25][CH:24]=1)([O-:28])=[O:27]. Given the reactants [NH:1]1[CH2:6][CH2:5][CH:4]([CH2:7][O:8][C:9]2[CH:10]=[C:11]([CH:16]=[CH:17][CH:18]=2)[C:12]([O:14][CH3:15])=[O:13])[CH2:3][CH2:2]1.Cl[C:20]1[N:25]=[CH:24][C:23]([N+:26]([O-:28])=[O:27])=[CH:22][N:21]=1.C(N(CC)C(C)C)(C)C.CCOC(C)=O, predict the reaction product. (4) The product is: [C:1]([C:4]1[C:12]2[C:7](=[CH:8][CH:9]=[C:10]([C:30]3[CH2:35][CH2:34][N:33]([C:36](=[O:38])[CH3:37])[CH2:32][CH:31]=3)[CH:11]=2)[N:6]([CH2:14][C:15]([O:17][C:18]([CH3:21])([CH3:20])[CH3:19])=[O:16])[CH:5]=1)(=[O:3])[CH3:2]. Given the reactants [C:1]([C:4]1[C:12]2[C:7](=[CH:8][CH:9]=[C:10](Br)[CH:11]=2)[N:6]([CH2:14][C:15]([O:17][C:18]([CH3:21])([CH3:20])[CH3:19])=[O:16])[CH:5]=1)(=[O:3])[CH3:2].CC1(C)C(C)(C)OB([C:30]2[CH2:35][CH2:34][N:33]([C:36](=[O:38])[CH3:37])[CH2:32][CH:31]=2)O1.C(=O)([O-])[O-].[Cs+].[Cs+], predict the reaction product. (5) Given the reactants [N:1]([CH2:4][CH:5]1[O:13][C@H:12]2[C@@H:8]([N:9]=[C:10]([CH2:14][CH2:15][NH:16][C:17](=[O:23])[O:18][C:19]([CH3:22])([CH3:21])[CH3:20])[S:11]2)[C@@H:7]([OH:24])[C@@H:6]1[OH:25])=[N+]=[N-].O.C1(P(C2C=CC=CC=2)C2C=CC=CC=2)C=CC=CC=1, predict the reaction product. The product is: [NH2:1][CH2:4][C@H:5]1[O:13][C@H:12]2[C@H:8]([N:9]=[C:10]([CH2:14][CH2:15][NH:16][C:17](=[O:23])[O:18][C:19]([CH3:22])([CH3:20])[CH3:21])[S:11]2)[C@@H:7]([OH:24])[C@@H:6]1[OH:25]. (6) Given the reactants C[Si](Cl)(C)C.[H-].[Al+3].[Li+].[H-].[H-].[H-].[C:12]([C:16]1[CH:17]=[C:18]([P:28]([C:42]2[CH:47]=[C:46]([C:48]([CH3:51])([CH3:50])[CH3:49])[C:45]([O:52][CH3:53])=[C:44]([C:54]([CH3:57])([CH3:56])[CH3:55])[CH:43]=2)[C:29]2[CH:34]=[CH:33][CH:32]=[CH:31][C:30]=2[P:35](OCC)OCC)[CH:19]=[C:20]([C:24]([CH3:27])([CH3:26])[CH3:25])[C:21]=1[O:22][CH3:23])([CH3:15])([CH3:14])[CH3:13].[OH-].[Na+], predict the reaction product. The product is: [C:24]([C:20]1[CH:19]=[C:18]([P:28]([C:42]2[CH:47]=[C:46]([C:48]([CH3:51])([CH3:50])[CH3:49])[C:45]([O:52][CH3:53])=[C:44]([C:54]([CH3:57])([CH3:56])[CH3:55])[CH:43]=2)[C:29]2[CH:34]=[CH:33][CH:32]=[CH:31][C:30]=2[PH2:35])[CH:17]=[C:16]([C:12]([CH3:15])([CH3:14])[CH3:13])[C:21]=1[O:22][CH3:23])([CH3:25])([CH3:26])[CH3:27]. (7) Given the reactants F[C:2](F)(F)[C:3]([OH:5])=O.C(C1C=C([C:20]2[S:24][C:23]([C:25]3[CH:26]=[C:27]4[C:32](=[CH:33][CH:34]=3)[CH2:31][N:30](C(OC(C)(C)C)=O)[CH2:29][CH2:28]4)=[N:22][N:21]=2)C=CC=1OC(C)C)#N, predict the reaction product. The product is: [CH3:26][CH:27]([O:5][C:3]1[C:2]([C:20]2[S:24][C:23]([C:25]3[CH:26]=[C:27]4[C:32](=[CH:33][CH:34]=3)[CH2:31][NH:30][CH2:29][CH2:28]4)=[N:22][N:21]=2)=[CH:32][CH:33]=[CH:34][C:25]=1[C:23]#[N:22])[CH3:28].